Dataset: Reaction yield outcomes from USPTO patents with 853,638 reactions. Task: Predict the reaction yield, written as a fraction of the theoretical maximum amount of product (1.0 means a 100% yield; for example, 0.34 means a 34% yield). (1) The catalyst is CN(C)C=O. The product is [C:22]([N:7]1[CH:8]=[C:4]([CH2:3][OH:2])[N:5]=[CH:6]1)([C:16]1[CH:21]=[CH:20][CH:19]=[CH:18][CH:17]=1)([C:29]1[CH:30]=[CH:31][CH:32]=[CH:33][CH:34]=1)[C:23]1[CH:24]=[CH:25][CH:26]=[CH:27][CH:28]=1. The yield is 0.800. The reactants are Cl.[OH:2][CH2:3][C:4]1[N:5]=[CH:6][NH:7][CH:8]=1.C(N(CC)CC)C.[C:16]1([C:22](Cl)([C:29]2[CH:34]=[CH:33][CH:32]=[CH:31][CH:30]=2)[C:23]2[CH:28]=[CH:27][CH:26]=[CH:25][CH:24]=2)[CH:21]=[CH:20][CH:19]=[CH:18][CH:17]=1. (2) The reactants are [Cl:1][C:2]([F:11])([F:10])[C:3](=O)/[CH:4]=[CH:5]/OCC.C[N:13](C)[CH:14]=[CH:15][C:16]#[N:17].C([O-])(=O)C.[NH4+].O. The catalyst is C1(C)C=CC=CC=1. The product is [Cl:1][C:2]([F:10])([F:11])[C:3]1[CH:4]=[CH:5][C:15]([C:16]#[N:17])=[CH:14][N:13]=1. The yield is 0.410. (3) The reactants are [C:1]([O:5][C:6](=[O:21])[NH:7][C@@H:8]([C:10]1[CH:19]=[CH:18][C:17]2[C:12](=[CH:13][C:14](Br)=[CH:15][CH:16]=2)[N:11]=1)[CH3:9])([CH3:4])([CH3:3])[CH3:2].[CH3:22][O:23][CH2:24][C@:25]([CH3:31])([CH:29]=[CH2:30])[C:26]([OH:28])=[O:27].C1(C)C=CC=CC=1P(C1C=CC=CC=1C)C1C=CC=CC=1C.C1(N(C)C2CCCCC2)CCCCC1.S([O-])(O)(=O)=O.[K+]. The catalyst is C([O-])(=O)C.[Pd+2].C([O-])(=O)C.O1CCOCC1.C(#N)C. The product is [C:1]([O:5][C:6]([NH:7][C@@H:8]([C:10]1[CH:19]=[CH:18][C:17]2[C:12](=[CH:13][C:14](/[CH:30]=[CH:29]/[C@:25]([CH2:24][O:23][CH3:22])([CH3:31])[C:26]([OH:28])=[O:27])=[CH:15][CH:16]=2)[N:11]=1)[CH3:9])=[O:21])([CH3:4])([CH3:3])[CH3:2]. The yield is 0.210. (4) The reactants are [CH2:1]([O:3][C:4]([C:6]1[O:7][C:8]2[C:13]([C:14](=O)[CH:15]=1)=[CH:12][CH:11]=[C:10]([NH:17]CC1C=CC=CC=1)[C:9]=2[N+:25]([O-])=O)=[O:5])[CH3:2].Cl. The catalyst is C(O)C.[Pd]. The product is [CH2:1]([O:3][C:4]([CH:6]1[CH2:15][CH2:14][C:13]2[C:8](=[C:9]([NH2:25])[C:10]([NH2:17])=[CH:11][CH:12]=2)[O:7]1)=[O:5])[CH3:2]. The yield is 0.970. (5) The reactants are [Cl:1][C:2]1[CH:17]=[CH:16][C:5]([O:6][C:7]2[CH:8]=[C:9]([CH:13]=[CH:14][CH:15]=2)[C:10]([NH2:12])=[O:11])=[C:4]([N+:18]([O-])=O)[CH:3]=1.Cl[Sn]Cl. No catalyst specified. The product is [NH2:18][C:4]1[CH:3]=[C:2]([Cl:1])[CH:17]=[CH:16][C:5]=1[O:6][C:7]1[CH:8]=[C:9]([CH:13]=[CH:14][CH:15]=1)[C:10]([NH2:12])=[O:11]. The yield is 0.830.